From a dataset of Full USPTO retrosynthesis dataset with 1.9M reactions from patents (1976-2016). Predict the reactants needed to synthesize the given product. (1) Given the product [CH3:7][O:8][C:9]([C:11]1[C:15]([NH:16][C:17]([C:19]2[CH:24]=[CH:23][CH:22]=[C:21]([C:25]3[CH:26]=[N:27][N:28]([CH2:44][C:43]#[C:42][CH2:41][CH2:40][CH2:39][NH:38][C:36]([O:35][C:31]([CH3:34])([CH3:33])[CH3:32])=[O:37])[CH:29]=3)[N:20]=2)=[O:18])=[CH:14][N:13]([CH3:30])[N:12]=1)=[O:10], predict the reactants needed to synthesize it. The reactants are: C(=O)([O-])[O-].[Cs+].[Cs+].[CH3:7][O:8][C:9]([C:11]1[C:15]([NH:16][C:17]([C:19]2[CH:24]=[CH:23][CH:22]=[C:21]([C:25]3[CH:26]=[N:27][NH:28][CH:29]=3)[N:20]=2)=[O:18])=[CH:14][N:13]([CH3:30])[N:12]=1)=[O:10].[C:31]([O:35][C:36]([NH:38][CH2:39][CH2:40][CH2:41][C:42]#[C:43][CH2:44]OS(C)(=O)=O)=[O:37])([CH3:34])([CH3:33])[CH3:32].O. (2) Given the product [OH:3][CH:4]1[CH2:9][CH2:8][CH:7]([C@H:10]([NH:15][C:16]([C:18]2[C:27]([NH:28][C:29]([NH:31][C:32]3[C:33]([CH3:40])=[CH:34][C:35]([CH3:39])=[CH:36][C:37]=3[CH3:38])=[O:30])=[CH:26][C:25]3[C:20](=[CH:21][CH:22]=[CH:23][CH:24]=3)[CH:19]=2)=[O:17])[C:11]([OH:13])=[O:12])[CH2:6][CH2:5]1, predict the reactants needed to synthesize it. The reactants are: [Li+].[OH-].[OH:3][CH:4]1[CH2:9][CH2:8][CH:7]([C@H:10]([NH:15][C:16]([C:18]2[C:27]([NH:28][C:29]([NH:31][C:32]3[C:37]([CH3:38])=[CH:36][C:35]([CH3:39])=[CH:34][C:33]=3[CH3:40])=[O:30])=[CH:26][C:25]3[C:20](=[CH:21][CH:22]=[CH:23][CH:24]=3)[CH:19]=2)=[O:17])[C:11]([O:13]C)=[O:12])[CH2:6][CH2:5]1.Cl.C(OCC)(=O)C. (3) The reactants are: [CH2:1]([O:8][CH2:9][C@H:10]([CH:24]([CH3:26])[CH3:25])[CH2:11][C@H:12]([NH:16][C:17](=[O:23])[O:18][C:19]([CH3:22])([CH3:21])[CH3:20])[CH:13]1[CH2:15][O:14]1)[C:2]1[CH:7]=[CH:6][CH:5]=[CH:4][CH:3]=1.[NH4+:27].[OH-]. Given the product [NH2:27][CH2:15][CH:13]([OH:14])[C@@H:12]([NH:16][C:17](=[O:23])[O:18][C:19]([CH3:22])([CH3:21])[CH3:20])[CH2:11][C@H:10]([CH2:9][O:8][CH2:1][C:2]1[CH:7]=[CH:6][CH:5]=[CH:4][CH:3]=1)[CH:24]([CH3:26])[CH3:25], predict the reactants needed to synthesize it. (4) Given the product [Cl:1][C:2]1[CH:11]=[C:10]2[C:5]([C:6]([OH:19])=[C:7]([C:13]3[O:17][N:16]=[C:15]([CH3:18])[CH:14]=3)[C:8](=[O:12])[NH:9]2)=[CH:4][C:3]=1[C:29]1[CH:30]=[CH:31][C:32]([C:35]2[N:36]=[C:37]([NH:40][C:41](=[O:43])[CH3:42])[S:38][CH:39]=2)=[CH:33][CH:34]=1, predict the reactants needed to synthesize it. The reactants are: [Cl:1][C:2]1[CH:11]=[C:10]2[C:5]([C:6]([OH:19])=[C:7]([C:13]3[O:17][N:16]=[C:15]([CH3:18])[CH:14]=3)[C:8](=[O:12])[NH:9]2)=[CH:4][C:3]=1I.CC1(C)C(C)(C)OB([C:29]2[CH:34]=[CH:33][C:32]([C:35]3[N:36]=[C:37]([NH:40][C:41](=[O:43])[CH3:42])[S:38][CH:39]=3)=[CH:31][CH:30]=2)O1.C(=O)([O-])[O-].[Cs+].[Cs+]. (5) Given the product [CH2:1]([N:8]1[C:12]([C:13]([F:14])([F:15])[F:16])=[CH:11][C:10]([C:17]2[CH:18]=[CH:19][C:20]([Cl:23])=[CH:21][CH:22]=2)=[C:9]1[C:24]([OH:26])=[O:25])[C:2]1[CH:3]=[CH:4][CH:5]=[CH:6][CH:7]=1, predict the reactants needed to synthesize it. The reactants are: [CH2:1]([N:8]1[C:12]([C:13]([F:16])([F:15])[F:14])=[CH:11][C:10]([C:17]2[CH:22]=[CH:21][C:20]([Cl:23])=[CH:19][CH:18]=2)=[C:9]1[C:24]([O:26]CC)=[O:25])[C:2]1[CH:7]=[CH:6][CH:5]=[CH:4][CH:3]=1.[OH-].[Na+].